From a dataset of Full USPTO retrosynthesis dataset with 1.9M reactions from patents (1976-2016). Predict the reactants needed to synthesize the given product. (1) The reactants are: [F:1][C:2]1[C:7]([O:8][CH3:9])=[CH:6][C:5]([C:10]2[O:11][CH:12]=[CH:13][CH:14]=2)=[CH:4][C:3]=1[O:15][CH3:16].CON(C)[C:20](=[O:36])[CH:21]([O:34][CH3:35])[C:22]1[CH:27]=[CH:26][C:25]([C:28]2[O:29][C:30]([CH3:33])=[N:31][N:32]=2)=[CH:24][CH:23]=1. Given the product [F:1][C:2]1[C:7]([O:8][CH3:9])=[CH:6][C:5]([C:10]2[O:11][C:12]([C:20](=[O:36])[CH:21]([O:34][CH3:35])[C:22]3[CH:23]=[CH:24][C:25]([C:28]4[O:29][C:30]([CH3:33])=[N:31][N:32]=4)=[CH:26][CH:27]=3)=[CH:13][CH:14]=2)=[CH:4][C:3]=1[O:15][CH3:16], predict the reactants needed to synthesize it. (2) The reactants are: [NH2:1][CH2:2][C:3]1[CH:8]=[CH:7][C:6]([CH:9]2[N:12]([C:13]3[CH:18]=[CH:17][C:16]([F:19])=[CH:15][CH:14]=3)[C:11](=[O:20])[CH:10]2[CH2:21][CH2:22][CH:23]([C:25]2[CH:30]=[CH:29][C:28]([F:31])=[CH:27][CH:26]=2)[OH:24])=[CH:5][CH:4]=1.[OH:32][CH:33]([CH:47]([OH:54])[CH:48]([OH:53])[CH:49]([OH:52])[CH2:50][OH:51])[C:34]([NH:36][CH2:37][CH2:38][O:39][CH2:40][CH2:41][O:42][CH2:43][C:44](O)=[O:45])=[O:35].C(N=C=NC(C)C)(C)C.OC1C2N=NNC=2C=CC=1. Given the product [F:19][C:16]1[CH:15]=[CH:14][C:13]([N:12]2[C:11](=[O:20])[CH:10]([CH2:21][CH2:22][CH:23]([C:25]3[CH:26]=[CH:27][C:28]([F:31])=[CH:29][CH:30]=3)[OH:24])[CH:9]2[C:6]2[CH:7]=[CH:8][C:3]([CH2:2][NH:1][C:44]([CH2:43][O:42][CH2:41][CH2:40][O:39][CH2:38][CH2:37][NH:36][C:34](=[O:35])[CH:33]([OH:32])[CH:47]([OH:54])[CH:48]([OH:53])[CH:49]([OH:52])[CH2:50][OH:51])=[O:45])=[CH:4][CH:5]=2)=[CH:18][CH:17]=1, predict the reactants needed to synthesize it. (3) Given the product [NH2:25][C:10]1[C:11]2[CH2:16][CH2:15][N:14]([C:17]3[CH:22]=[CH:21][C:20]([CH3:23])=[CH:19][CH:18]=3)[C:13](=[O:24])[C:12]=2[N:8]([C:6](=[O:5])[CH2:49][CH2:48][N:45]2[CH2:46][CH2:47][N:42]([CH2:41][C:39]3[CH:38]=[CH:37][C:36]4[O:32][CH2:33][O:34][C:35]=4[CH:40]=3)[CH2:43][CH2:44]2)[N:9]=1, predict the reactants needed to synthesize it. The reactants are: C([O:5][C:6]([N:8]1[C:12]2[C:13](=[O:24])[N:14]([C:17]3[CH:22]=[CH:21][C:20]([CH3:23])=[CH:19][CH:18]=3)[CH2:15][CH2:16][C:11]=2[C:10]([NH2:25])=[N:9]1)=O)(C)(C)C.C(=O)([O-])[O-].[K+].[K+].[O:32]1[C:36]2[CH:37]=[CH:38][C:39]([CH2:41][N:42]3[CH2:47][CH2:46][N:45]([C:48](=O)[CH2:49]CCl)[CH2:44][CH2:43]3)=[CH:40][C:35]=2[O:34][CH2:33]1. (4) Given the product [CH3:16][O:8][C:7](=[O:9])[C:6]1[CH:10]=[CH:11][C:3]([CH:1]=[CH2:2])=[CH:4][CH:5]=1, predict the reactants needed to synthesize it. The reactants are: [CH:1]([C:3]1[CH:11]=[CH:10][C:6]([C:7]([OH:9])=[O:8])=[CH:5][CH:4]=1)=[CH2:2].S(Cl)(Cl)=O.[CH3:16]O. (5) Given the product [F:1][CH2:2][CH2:3][NH:4][C:5]1[CH:10]=[CH:9][N:8]2[CH:13]=[C:14]([C:16]3[CH:17]=[C:18]([OH:22])[CH:19]=[CH:20][CH:21]=3)[N:11]=[C:7]2[CH:6]=1, predict the reactants needed to synthesize it. The reactants are: [F:1][CH2:2][CH2:3][NH:4][C:5]1[CH:10]=[CH:9][N:8]=[C:7]([NH2:11])[CH:6]=1.Br[CH2:13][C:14]([C:16]1[CH:21]=[CH:20][CH:19]=[C:18]([OH:22])[CH:17]=1)=O. (6) Given the product [ClH:26].[CH3:1][N:2]([CH3:25])[CH2:3][CH2:4][O:5][C:6]1[C:7]([CH3:24])=[C:8]2[N:13]([CH:14]=1)[N:12]=[CH:11][N:10]=[C:9]2[O:15][C:16]1[CH:21]=[CH:20][C:19]([NH:22][C:50]([NH:52][C:53](=[O:62])[CH2:54][C:55]2[CH:60]=[CH:59][C:58]([F:61])=[CH:57][CH:56]=2)=[O:51])=[CH:18][C:17]=1[F:23], predict the reactants needed to synthesize it. The reactants are: [CH3:1][N:2]([CH3:25])[CH2:3][CH2:4][O:5][C:6]1[C:7]([CH3:24])=[C:8]2[N:13]([CH:14]=1)[N:12]=[CH:11][N:10]=[C:9]2[O:15][C:16]1[CH:21]=[CH:20][C:19]([NH2:22])=[CH:18][C:17]=1[F:23].[ClH:26].CN(C)CCCOC1C(C)=C2N(C=1)N=CN=C2OC1C=CC(N[C:50]([NH:52][C:53](=[O:62])[CH2:54][C:55]2[CH:60]=[CH:59][C:58]([F:61])=[CH:57][CH:56]=2)=[O:51])=CC=1F. (7) Given the product [CH2:22]([O:20][C:16](=[O:21])[CH2:17][C:18](=[O:11])[CH2:19][S:9][C:5]1[CH:6]=[CH:7][CH:8]=[C:3]([O:2][CH3:1])[CH:4]=1)[CH3:23], predict the reactants needed to synthesize it. The reactants are: [CH3:1][O:2][C:3]1[CH:4]=[C:5]([SH:9])[CH:6]=[CH:7][CH:8]=1.C(=O)([O-])[O-:11].[K+].[K+].[C:16]([OH:21])(=[O:20])[CH2:17][CH2:18][CH3:19].[C:22](#N)[CH3:23].